From a dataset of Reaction yield outcomes from USPTO patents with 853,638 reactions. Predict the reaction yield, written as a fraction of the theoretical maximum amount of product (1.0 means a 100% yield; for example, 0.34 means a 34% yield). (1) The reactants are [F:1][C:2]1[CH:23]=[CH:22][C:5]([C:6]([NH:8][CH2:9][C:10]2[S:11][C:12]3[C:18]([F:19])=[CH:17][C:16]([F:20])=[C:15]([F:21])[C:13]=3[N:14]=2)=[O:7])=[C:4]([OH:24])[CH:3]=1.Br[CH2:26][C:27]([O:29][CH2:30][CH3:31])=[O:28].Cl. The catalyst is CC(C)=O.C(OCC)(=O)C. The product is [CH2:30]([O:29][C:27](=[O:28])[CH2:26][O:24][C:4]1[CH:3]=[C:2]([F:1])[CH:23]=[CH:22][C:5]=1[C:6](=[O:7])[NH:8][CH2:9][C:10]1[S:11][C:12]2[C:18]([F:19])=[CH:17][C:16]([F:20])=[C:15]([F:21])[C:13]=2[N:14]=1)[CH3:31]. The yield is 0.810. (2) The reactants are Cl.[CH3:2][O:3][C:4](=[O:14])[C:5]1[CH:10]=[CH:9][C:8]([CH:11]([NH2:13])[CH3:12])=[CH:7][CH:6]=1.CCN(C(C)C)C(C)C.[F:24][C:25]([F:36])([F:35])[C:26](O[C:26](=[O:27])[C:25]([F:36])([F:35])[F:24])=[O:27]. The catalyst is C(Cl)Cl. The product is [CH3:2][O:3][C:4](=[O:14])[C:5]1[CH:10]=[CH:9][C:8]([CH:11]([NH:13][C:26](=[O:27])[C:25]([F:36])([F:35])[F:24])[CH3:12])=[CH:7][CH:6]=1. The yield is 0.980. (3) The reactants are Br[CH2:2]/[C:3](=[C:8](\[CH3:13])/[C:9]([O:11][CH3:12])=[O:10])/[C:4]([O:6][CH3:7])=[O:5].[NH:14]1[CH2:19][CH2:18][CH2:17][CH2:16][CH2:15]1.CCCCCC.C(OCC)(=O)C. The catalyst is CN(C)C=O. The product is [CH3:13]/[C:8](/[C:9]([O:11][CH3:12])=[O:10])=[C:3](\[CH2:2][N:14]1[CH2:19][CH2:18][CH2:17][CH2:16][CH2:15]1)/[C:4]([O:6][CH3:7])=[O:5]. The yield is 0.390. (4) The reactants are C[Al](C)C.[Br:5][C:6]1[CH:12]=[C:11]([F:13])[CH:10]=[CH:9][C:7]=1[NH2:8].[N:14]1([C:24]([O:26][C:27]([CH3:30])([CH3:29])[CH3:28])=[O:25])[CH2:19][CH2:18][CH:17]=[C:16]([C:20](OC)=[O:21])[CH2:15]1. The catalyst is C(Cl)Cl. The product is [Br:5][C:6]1[CH:12]=[C:11]([F:13])[CH:10]=[CH:9][C:7]=1[NH:8][C:20]([C:16]1[CH2:15][N:14]([C:24]([O:26][C:27]([CH3:30])([CH3:29])[CH3:28])=[O:25])[CH2:19][CH2:18][CH:17]=1)=[O:21]. The yield is 0.500. (5) The reactants are C1(P(C2C=CC=CC=2)C2C=CC=CC=2)C=CC=CC=1.[N:20]([CH2:23][CH2:24][O:25][CH2:26][CH2:27][O:28][CH2:29][CH2:30][O:31][CH2:32][CH2:33][N:34]=[N+]=[N-])=[N+:21]=[N-:22].Cl. The catalyst is CCOCC.CCOCC.C1COCC1.Cl. The product is [NH2:34][CH2:33][CH2:32][O:31][CH2:30][CH2:29][O:28][CH2:27][CH2:26][O:25][CH2:24][CH2:23][N:20]=[N+:21]=[N-:22]. The yield is 0.230. (6) The reactants are Cl.[CH3:2][O:3][C:4]([CH:6]1[CH2:9][NH:8][CH2:7]1)=[O:5].[Cl:10][C:11]1[CH:16]=[CH:15][C:14]([C:17]2([C:21](O)=[O:22])[CH2:20][CH2:19][CH2:18]2)=[CH:13][CH:12]=1.C(N(C(C)C)CC)(C)C.C1CN([P+](Br)(N2CCCC2)N2CCCC2)CC1.F[P-](F)(F)(F)(F)F. The catalyst is C(Cl)Cl. The product is [CH3:2][O:3][C:4]([CH:6]1[CH2:9][N:8]([C:21]([C:17]2([C:14]3[CH:13]=[CH:12][C:11]([Cl:10])=[CH:16][CH:15]=3)[CH2:18][CH2:19][CH2:20]2)=[O:22])[CH2:7]1)=[O:5]. The yield is 0.650. (7) The reactants are Br[C:2]1[CH:11]=[CH:10][C:5]([C:6]([O:8][CH3:9])=[O:7])=[CH:4][CH:3]=1.[Cl-].[F:13][C:14]([F:24])([F:23])[C:15]1[CH:22]=[CH:21][C:18]([CH2:19][Zn+])=[CH:17][CH:16]=1.C(Cl)Cl. The catalyst is C1COCC1. The product is [F:13][C:14]([F:23])([F:24])[C:15]1[CH:22]=[CH:21][C:18]([CH2:19][C:2]2[CH:11]=[CH:10][C:5]([C:6]([O:8][CH3:9])=[O:7])=[CH:4][CH:3]=2)=[CH:17][CH:16]=1. The yield is 0.550.